From a dataset of Forward reaction prediction with 1.9M reactions from USPTO patents (1976-2016). Predict the product of the given reaction. (1) Given the reactants FC(F)(F)S(O[C:7]1[CH2:12][CH2:11][CH:10]([CH2:13][CH3:14])[CH2:9][CH:8]=1)(=O)=O.[CH3:17][C:18]1([CH3:34])[C:22]([CH3:24])([CH3:23])[O:21][B:20]([B:20]2[O:21][C:22]([CH3:24])([CH3:23])[C:18]([CH3:34])([CH3:17])[O:19]2)[O:19]1.C(=O)([O-])[O-].[K+].[K+].C1(P(C2C=CC=CC=2)C2C=CC=CC=2)C=CC=CC=1, predict the reaction product. The product is: [CH2:13]([CH:10]1[CH2:11][CH2:12][C:7]([B:20]2[O:21][C:22]([CH3:24])([CH3:23])[C:18]([CH3:34])([CH3:17])[O:19]2)=[CH:8][CH2:9]1)[CH3:14]. (2) Given the reactants CS(OS(C)(=O)=O)(=O)=O.CCN(CC)CC.[CH2:17]([O:19][C:20]([C:22]1[C:23]([C:47]([O:49][CH2:50][CH3:51])=[O:48])=[C:24]([CH2:43][CH2:44][CH2:45]O)[N:25]2[C:30]=1[C:29]([C:31]1[CH:36]=[CH:35][CH:34]=[CH:33][CH:32]=1)=[CH:28][C:27]([N:37]1[CH2:42][CH2:41][O:40][CH2:39][CH2:38]1)=[N:26]2)=[O:21])[CH3:18].[Na+].[I-].[P:54]([O:61]CC)([O:58][CH2:59][CH3:60])[O:55][CH2:56][CH3:57], predict the reaction product. The product is: [CH2:17]([O:19][C:20]([C:22]1[C:23]([C:47]([O:49][CH2:50][CH3:51])=[O:48])=[C:24]([CH2:43][CH2:44][CH2:45][P:54]([O:58][CH2:59][CH3:60])([O:55][CH2:56][CH3:57])=[O:61])[N:25]2[C:30]=1[C:29]([C:31]1[CH:32]=[CH:33][CH:34]=[CH:35][CH:36]=1)=[CH:28][C:27]([N:37]1[CH2:42][CH2:41][O:40][CH2:39][CH2:38]1)=[N:26]2)=[O:21])[CH3:18]. (3) Given the reactants [C:1]([C:3]1[CH:8]=[CH:7][C:6]([C:9]2[CH:10]=[N:11][N:12]([C:15]3[CH:23]=[CH:22][C:18]([C:19]([OH:21])=O)=[CH:17][N:16]=3)[C:13]=2[OH:14])=[C:5]([CH3:24])[CH:4]=1)#[N:2].[CH3:25][CH2:26][CH:27]([N:30]1[CH2:35][CH2:34][NH:33][CH2:32][CH2:31]1)[CH2:28][CH3:29], predict the reaction product. The product is: [OH:14][C:13]1[N:12]([C:15]2[CH:23]=[CH:22][C:18]([C:19]([N:33]3[CH2:34][CH2:35][N:30]([CH:27]([CH2:28][CH3:29])[CH2:26][CH3:25])[CH2:31][CH2:32]3)=[O:21])=[CH:17][N:16]=2)[N:11]=[CH:10][C:9]=1[C:6]1[CH:7]=[CH:8][C:3]([C:1]#[N:2])=[CH:4][C:5]=1[CH3:24]. (4) Given the reactants [N:1]12[CH2:8][CH2:7][CH:4]([CH2:5][CH2:6]1)[C@@H:3]([O:9][C:10]([C:12]1([C:19]3[CH:24]=[CH:23][CH:22]=[CH:21][CH:20]=3)[CH2:18][CH2:17][CH2:16][CH2:15][CH2:14][CH2:13]1)=[O:11])[CH2:2]2.[Cl:25][CH2:26][C:27]([NH:29][C:30]1[CH:35]=[CH:34][N:33]=[CH:32][C:31]=1[F:36])=[O:28], predict the reaction product. The product is: [Cl-:25].[F:36][C:31]1[CH:32]=[N:33][CH:34]=[CH:35][C:30]=1[NH:29][C:27]([CH2:26][N+:1]12[CH2:8][CH2:7][CH:4]([CH2:5][CH2:6]1)[C@@H:3]([O:9][C:10]([C:12]1([C:19]3[CH:20]=[CH:21][CH:22]=[CH:23][CH:24]=3)[CH2:18][CH2:17][CH2:16][CH2:15][CH2:14][CH2:13]1)=[O:11])[CH2:2]2)=[O:28]. (5) The product is: [F:16][C:11]1[CH:10]=[C:9]([N:4]2[C:3](=[O:17])[CH:2]=[C:7]([OH:8])[CH:6]=[N:5]2)[CH:14]=[C:13]([F:15])[CH:12]=1. Given the reactants Br[C:2]1[C:3](=[O:17])[N:4]([C:9]2[CH:14]=[C:13]([F:15])[CH:12]=[C:11]([F:16])[CH:10]=2)[N:5]=[CH:6][C:7]=1[OH:8].[OH-].[Na+], predict the reaction product. (6) Given the reactants [C:1]([O:5][C:6]([N:8]1[CH2:12][CH2:11][CH:10](O)[CH2:9]1)=[O:7])([CH3:4])([CH3:3])[CH3:2].ClC(Cl)(OC(=O)OC(Cl)(Cl)Cl)Cl.[NH2:26][C:27]1[CH:42]=[CH:41][CH:40]=[CH:39][C:28]=1[C:29]([NH:31][C:32]1[CH:37]=[CH:36][C:35]([Cl:38])=[CH:34][N:33]=1)=[O:30].[N-:43]=[C:44]=[O:45], predict the reaction product. The product is: [C:1]([O:5][C:6]([N:8]1[CH2:12][CH2:11][CH:10]([NH:43][C:44]([NH:26][C:27]2[CH:42]=[CH:41][CH:40]=[CH:39][C:28]=2[C:29]([NH:31][C:32]2[CH:37]=[CH:36][C:35]([Cl:38])=[CH:34][N:33]=2)=[O:30])=[O:45])[CH2:9]1)=[O:7])([CH3:4])([CH3:3])[CH3:2]. (7) Given the reactants [CH2:1]([O:8][C:9]1[CH:14]=[CH:13][C:12]([CH2:15][C:16]([OH:18])=O)=[C:11]([O:19][CH3:20])[CH:10]=1)[C:2]1[CH:7]=[CH:6][CH:5]=[CH:4][CH:3]=1.[NH2:21][C:22]1[C:23]([CH3:28])=[N:24][N:25]([CH3:27])[CH:26]=1, predict the reaction product. The product is: [CH3:27][N:25]1[CH:26]=[C:22]([NH:21][C:16](=[O:18])[CH2:15][C:12]2[CH:13]=[CH:14][C:9]([O:8][CH2:1][C:2]3[CH:3]=[CH:4][CH:5]=[CH:6][CH:7]=3)=[CH:10][C:11]=2[O:19][CH3:20])[C:23]([CH3:28])=[N:24]1.